This data is from TCR-epitope binding with 47,182 pairs between 192 epitopes and 23,139 TCRs. The task is: Binary Classification. Given a T-cell receptor sequence (or CDR3 region) and an epitope sequence, predict whether binding occurs between them. (1) The TCR CDR3 sequence is CASSEGGTGWDTQYF. Result: 0 (the TCR does not bind to the epitope). The epitope is KAFSPEVIPMF. (2) The epitope is VLWAHGFEL. The TCR CDR3 sequence is CAINSRQGENTGELFF. Result: 1 (the TCR binds to the epitope). (3) The epitope is RLRAEAQVK. The TCR CDR3 sequence is CASSLGQGNEQFF. Result: 0 (the TCR does not bind to the epitope).